This data is from Catalyst prediction with 721,799 reactions and 888 catalyst types from USPTO. The task is: Predict which catalyst facilitates the given reaction. (1) Reactant: C([Si](C)(C)[O:6][CH2:7][CH2:8][CH2:9][O:10][C:11]1[CH:12]=[C:13]([C:19]2[CH:24]=[CH:23][C:22]([O:25][CH3:26])=[CH:21][C:20]=2[C:27]([F:30])([F:29])[F:28])[CH:14]=[CH:15][C:16]=1[CH2:17]O)(C)(C)C.S([O-])(=O)(=O)C.[F:38][C:39]1[C:44]([F:45])=[CH:43][CH:42]=[CH:41][C:40]=1[C:46]1[N:54]=[C:49]2[CH:50]=[N:51][NH:52][CH:53]=[C:48]2[N:47]=1.CO. Product: [F:38][C:39]1[C:44]([F:45])=[CH:43][CH:42]=[CH:41][C:40]=1[C:46]1[N:54]=[C:49]2[CH:50]=[N:51][N:52]([CH2:17][C:16]3[CH:15]=[CH:14][C:13]([C:19]4[CH:24]=[CH:23][C:22]([O:25][CH3:26])=[CH:21][C:20]=4[C:27]([F:28])([F:29])[F:30])=[CH:12][C:11]=3[O:10][CH2:9][CH2:8][CH2:7][OH:6])[CH:53]=[C:48]2[N:47]=1. The catalyst class is: 2. (2) Reactant: [ClH:1].[O:2]=[C:3]1[N:7]2[CH2:8][CH2:9][N:10]([C:12]([NH:14][CH2:15][CH2:16][NH:17][CH2:18][CH:19]=[CH2:20])=[O:13])[CH2:11][CH:6]2[C:5]([C:27]2[CH:32]=[CH:31][CH:30]=[CH:29][CH:28]=2)([C:21]2[CH:26]=[CH:25][CH:24]=[CH:23][CH:22]=2)[O:4]1.C(=O)([O-])O.[Na+].[CH:38](=O)[CH3:39].C(O[BH-](OC(=O)C)OC(=O)C)(=O)C.[Na+]. Product: [ClH:1].[CH2:38]([N:17]([CH2:18][CH:19]=[CH2:20])[CH2:16][CH2:15][NH:14][C:12]([N:10]1[CH2:9][CH2:8][N:7]2[C:3](=[O:2])[O:4][C:5]([C:21]3[CH:22]=[CH:23][CH:24]=[CH:25][CH:26]=3)([C:27]3[CH:32]=[CH:31][CH:30]=[CH:29][CH:28]=3)[CH:6]2[CH2:11]1)=[O:13])[CH3:39]. The catalyst class is: 13. (3) Reactant: [F:1][C:2]1[CH:3]=[C:4]([C:9]2[C:10]3[N:11]([N:15]=[C:16]([NH:18][C@@H:19]4[CH2:24][CH2:23][N:22]([C:25](OC(C)(C)C)=O)[CH2:21][C@@H:20]4[O:32][CH3:33])[N:17]=3)[CH:12]=[CH:13][CH:14]=2)[CH:5]=[CH:6][C:7]=1[F:8].Cl. Product: [F:1][C:2]1[CH:3]=[C:4]([C:9]2[C:10]3[N:11]([N:15]=[C:16]([NH:18][C@@H:19]4[CH2:24][CH2:23][N:22]([C:25]5[CH:20]=[C:19]([CH3:24])[N:18]=[CH:16][N:15]=5)[CH2:21][C@@H:20]4[O:32][CH3:33])[N:17]=3)[CH:12]=[CH:13][CH:14]=2)[CH:5]=[CH:6][C:7]=1[F:8]. The catalyst class is: 4. (4) Product: [Cl:1][C:2]1[CH:3]=[C:4]([CH:19]=[C:20]([O:24][CH:25]([CH3:27])[CH3:26])[C:21]=1[O:22][CH3:23])[C:5]([NH:7][C:8]1[CH:17]=[CH:16][C:11]([C:12]([OH:14])=[O:13])=[C:10]([CH3:18])[CH:9]=1)=[O:6]. Reactant: [Cl:1][C:2]1[CH:3]=[C:4]([CH:19]=[C:20]([O:24][CH:25]([CH3:27])[CH3:26])[C:21]=1[O:22][CH3:23])[C:5]([NH:7][C:8]1[CH:17]=[CH:16][C:11]([C:12]([O:14]C)=[O:13])=[C:10]([CH3:18])[CH:9]=1)=[O:6]. The catalyst class is: 5.